From a dataset of Reaction yield outcomes from USPTO patents with 853,638 reactions. Predict the reaction yield, written as a fraction of the theoretical maximum amount of product (1.0 means a 100% yield; for example, 0.34 means a 34% yield). (1) The reactants are [CH:1]1([C:4]2[CH:9]=[CH:8][N:7]=[CH:6][C:5]=2[N:10]2[CH2:14][CH2:13][NH:12][C:11]2=[O:15])[CH2:3][CH2:2]1.Br[C:17]1[CH:18]=[CH:19][C:20]2[O:24][CH:23]=[C:22]([CH3:25])[C:21]=2[CH:26]=1.CN[C@@H]1CCCC[C@H]1NC.P([O-])([O-])([O-])=O.[K+].[K+].[K+]. The catalyst is [Cu](I)I.O1CCOCC1. The product is [CH:1]1([C:4]2[CH:9]=[CH:8][N:7]=[CH:6][C:5]=2[N:10]2[CH2:14][CH2:13][N:12]([C:17]3[CH:18]=[CH:19][C:20]4[O:24][CH:23]=[C:22]([CH3:25])[C:21]=4[CH:26]=3)[C:11]2=[O:15])[CH2:3][CH2:2]1. The yield is 0.420. (2) The yield is 0.902. The reactants are [ClH:1].[CH3:2][C:3]1[C:4]2[CH2:5][N:6](CC3C=CC=CC=3)[C@@H:7]3[C@@H:12]([C:13]=2[CH:14]=[CH:15][CH:16]=1)[C:11]1[CH:17]=[C:18]([O:23][CH3:24])[C:19]([O:21][CH3:22])=[CH:20][C:10]=1[CH2:9][CH2:8]3. The product is [ClH:1].[CH3:2][C:3]1[C:4]2[CH2:5][NH:6][C@@H:7]3[C@@H:12]([C:13]=2[CH:14]=[CH:15][CH:16]=1)[C:11]1[CH:17]=[C:18]([O:23][CH3:24])[C:19]([O:21][CH3:22])=[CH:20][C:10]=1[CH2:9][CH2:8]3. The catalyst is C(O)C.[Pd]. (3) The reactants are [C:1]([C:5]1[CH:10]=[CH:9][C:8]([S:11]([NH:14][C:15]2[CH:16]=[C:17]3[C:21](=[CH:22][CH:23]=2)[NH:20][C:19]([C:24](O)=[O:25])=[C:18]3[C:27]2[CH:32]=[CH:31][CH:30]=[CH:29][CH:28]=2)(=[O:13])=[O:12])=[CH:7][CH:6]=1)([CH3:4])([CH3:3])[CH3:2].[NH2:33][CH:34]([CH3:37])[CH2:35][OH:36]. The catalyst is ClCCl.CO. The product is [OH:36][CH2:35][CH:34]([NH:33][C:24]([C:19]1[NH:20][C:21]2[C:17]([C:18]=1[C:27]1[CH:28]=[CH:29][CH:30]=[CH:31][CH:32]=1)=[CH:16][C:15]([NH:14][S:11]([C:8]1[CH:9]=[CH:10][C:5]([C:1]([CH3:4])([CH3:2])[CH3:3])=[CH:6][CH:7]=1)(=[O:12])=[O:13])=[CH:23][CH:22]=2)=[O:25])[CH3:37]. The yield is 0.140. (4) The reactants are Cl[CH2:2][C:3]([C:5]1[CH:10]=[CH:9][N:8]=[C:7]2[N:11]([CH2:14][O:15][CH2:16][CH2:17][Si:18]([CH3:21])([CH3:20])[CH3:19])[CH:12]=[CH:13][C:6]=12)=O.C[N:23]([CH:25]=O)C.[C:27]([O-])(=O)[C:28]([CH3:31])(C)[CH3:29].[Cs+].C([O-])(=O)C.[NH4+:39]. The catalyst is O. The product is [C:28]([C:25]1[NH:23][C:3]([C:5]2[CH:10]=[CH:9][N:8]=[C:7]3[N:11]([CH2:14][O:15][CH2:16][CH2:17][Si:18]([CH3:21])([CH3:20])[CH3:19])[CH:12]=[CH:13][C:6]=23)=[CH:2][N:39]=1)([CH3:31])([CH3:29])[CH3:27]. The yield is 0.520. (5) The yield is 0.280. The product is [CH3:58][O:57][C:55](=[O:56])[NH:54][CH:47]([C:46]([N:42]1[CH2:43][CH2:44][CH2:45][CH:41]1[C:38]1[NH:37][C:36]([C:31]2[CH:30]=[CH:29][C:28]3[C:27](=[CH:26][CH:35]=[C:34]([C:104]4[CH:103]=[CH:102][C:101]([C:98]5[NH:97][C:96]([CH:95]6[CH2:94][C:91]7([CH2:92][CH2:93]7)[CH2:90][N:89]6[C:73](=[O:75])[CH:72]([NH:71][C:69]([O:68][CH3:67])=[O:70])[C:76]6[CH:77]=[CH:78][CH:137]=[CH:80][CH:81]=6)=[N:100][CH:99]=5)=[CH:106][CH:105]=4)[CH:33]=3)[CH:32]=2)=[CH:40][N:39]=1)=[O:59])[CH:48]([CH3:49])[CH3:53]. No catalyst specified. The reactants are COC(=O)NC(C1C=CC=CC=1)C(N1CC(F)(F)CC1C1NC(C2C=CC([C:26]3[CH:35]=[CH:34][C:33]4[C:28](=[CH:29][CH:30]=[C:31]([C:36]5[NH:37][C:38]([CH:41]6[CH2:45][CH2:44][CH2:43][N:42]6[C:46](=[O:59])[CH:47]([NH:54][C:55]([O:57][CH3:58])=[O:56])[CH:48]6[CH2:53]COC[CH2:49]6)=[N:39][CH:40]=5)[CH:32]=4)[CH:27]=3)=CC=2)=CN=1)=O.[CH3:67][O:68][C:69]([NH:71][CH:72]([CH:76]1[CH2:81][CH2:80]O[CH2:78][CH2:77]1)[C:73]([OH:75])=O)=[O:70].C(OC([N:89]1[CH:95]([C:96]2[NH:97][C:98]([C:101]3[CH:106]=[CH:105][C:104](C4C=CC5C(=CC=C(C6NC(C7CCCN7C(OCC7C=CC=CC=7)=O)=NC=6)C=5)C=4)=[CH:103][CH:102]=3)=[CH:99][N:100]=2)[CH2:94][C:91]2([CH2:93][CH2:92]2)[CH2:90]1)=O)(C)(C)C.[C:137](OC(N1CC(F)(F)CC1C1NC(C2C=CC(C3C=CC4C(=CC=C(C5NC(C6CCCN6C(OCC6C=CC=CC=6)=O)=NC=5)C=4)C=3)=CC=2)=CN=1)=O)(C)(C)C.